From a dataset of Forward reaction prediction with 1.9M reactions from USPTO patents (1976-2016). Predict the product of the given reaction. Given the reactants C1(P(C2C=CC=CC=2)C2C=CC=CC=2)C=CC=CC=1.[F:20][C:21]1[CH:22]=[C:23]([CH:26]=[C:27]([OH:29])[CH:28]=1)[C:24]#[N:25].N(C(OC(C)(C)C)=O)=NC(OC(C)(C)C)=O.[F:46][CH:47]1[CH:52](O)[CH2:51][CH2:50][N:49]([CH2:54][CH:55]([N:59]2[CH:63]=[C:62]([C:64]3[C:65]4[CH:72]=[CH:71][N:70]([CH2:73][O:74][CH2:75][CH2:76][Si:77]([CH3:80])([CH3:79])[CH3:78])[C:66]=4[N:67]=[CH:68][N:69]=3)[CH:61]=[N:60]2)[CH2:56][C:57]#[N:58])[CH2:48]1.C1C=CC(COC(/N=N/C(OCC2C=CC=CC=2)=O)=O)=CC=1, predict the reaction product. The product is: [C:57]([CH2:56][CH:55]([N:59]1[CH:63]=[C:62]([C:64]2[C:65]3[CH:72]=[CH:71][N:70]([CH2:73][O:74][CH2:75][CH2:76][Si:77]([CH3:78])([CH3:80])[CH3:79])[C:66]=3[N:67]=[CH:68][N:69]=2)[CH:61]=[N:60]1)[CH2:54][N:49]1[CH2:50][CH2:51][CH:52]([O:29][C:27]2[CH:26]=[C:23]([CH:22]=[C:21]([F:20])[CH:28]=2)[C:24]#[N:25])[CH:47]([F:46])[CH2:48]1)#[N:58].